This data is from Experimentally validated miRNA-target interactions with 360,000+ pairs, plus equal number of negative samples. The task is: Binary Classification. Given a miRNA mature sequence and a target amino acid sequence, predict their likelihood of interaction. (1) The miRNA is mmu-miR-7213-3p with sequence UACCUCAAGAGAGCCAGUCU. The protein sequence of the target gene is MAIFRQLSLGAKATLAAVTVFVSMIASRSYLAESLELRAWRWLLRLQLALFVNSLLLIGSLYIWRSTVSNLCHSPAAESTCFQLWKVVVLAFLALAHSSFFTMFFLVAEEPYLFSLAAYSCLGAYIIMLFFLFILSGMEQAYQLLAWRSGRVVGSLEKTRKLVLRPALAVGVTAVLSVAGILNAAQPPAVKTVEVPIHQLPASMNNLKIVLLSDIHLGPTVGRTKMEMFVRMVNVLEPDITVIVGDLSDSEASVLRTAVAPLGQLHSHLGAYFVTGNHEYYTSDVSNWFALLESLHVQPL.... Result: 0 (no interaction). (2) The miRNA is hsa-miR-93-5p with sequence CAAAGUGCUGUUCGUGCAGGUAG. The protein sequence of the target gene is MADEIDFTTGDAGASSTYPMQCSALRKNGFVVLKGRPCKIVEMSTSKTGKHGHAKVHLVGIDIFTGKKYEDICPSTHNMDVPNIKRNDYQLICIQDGYLSLLTETGEVREDLKLPEGELGKEIEGKYNAGEDVQVSVMCAMSEEYAVAIKPCK. Result: 1 (interaction).